This data is from NCI-60 drug combinations with 297,098 pairs across 59 cell lines. The task is: Regression. Given two drug SMILES strings and cell line genomic features, predict the synergy score measuring deviation from expected non-interaction effect. (1) Drug 1: CNC(=O)C1=CC=CC=C1SC2=CC3=C(C=C2)C(=NN3)C=CC4=CC=CC=N4. Drug 2: CC1C(C(=O)NC(C(=O)N2CCCC2C(=O)N(CC(=O)N(C(C(=O)O1)C(C)C)C)C)C(C)C)NC(=O)C3=C4C(=C(C=C3)C)OC5=C(C(=O)C(=C(C5=N4)C(=O)NC6C(OC(=O)C(N(C(=O)CN(C(=O)C7CCCN7C(=O)C(NC6=O)C(C)C)C)C)C(C)C)C)N)C. Cell line: A549. Synergy scores: CSS=3.43, Synergy_ZIP=1.54, Synergy_Bliss=0.727, Synergy_Loewe=0.313, Synergy_HSA=0.0839. (2) Drug 1: COCCOC1=C(C=C2C(=C1)C(=NC=N2)NC3=CC=CC(=C3)C#C)OCCOC. Drug 2: CNC(=O)C1=NC=CC(=C1)OC2=CC=C(C=C2)NC(=O)NC3=CC(=C(C=C3)Cl)C(F)(F)F. Cell line: UACC62. Synergy scores: CSS=65.9, Synergy_ZIP=4.85, Synergy_Bliss=5.20, Synergy_Loewe=2.68, Synergy_HSA=8.42. (3) Drug 1: C1CC(=O)NC(=O)C1N2CC3=C(C2=O)C=CC=C3N. Drug 2: COC1=NC(=NC2=C1N=CN2C3C(C(C(O3)CO)O)O)N. Cell line: HS 578T. Synergy scores: CSS=-6.24, Synergy_ZIP=3.45, Synergy_Bliss=-1.19, Synergy_Loewe=-2.51, Synergy_HSA=-7.40.